This data is from Forward reaction prediction with 1.9M reactions from USPTO patents (1976-2016). The task is: Predict the product of the given reaction. Given the reactants [O:1]1[CH2:6][CH2:5][CH2:4][CH2:3][C:2]1=O.O1CCCC(=O)C1.[C@@H:15]12[O:22][C@@H:19]([CH2:20][CH2:21]1)[CH2:18][NH:17][CH2:16]2.N1CCOCC1.CC1(C)C(C)(C)OB([C:37]2[CH:38]=[CH:39][C:40]([NH2:43])=[N:41][CH:42]=2)O1.[CH2:45]([NH:47][C:48]([NH:50]C1C=CC(B2OC(C)(C)C(C)(C)O2)=CC=1)=O)C, predict the reaction product. The product is: [C@@H:19]12[O:22][C@@H:15]([CH2:21][CH2:20]1)[CH2:16][N:17]([C:45]1[C:3]3[CH2:4][CH2:5][CH2:6][O:1][C:2]=3[N:50]=[C:48]([C:37]3[CH:38]=[CH:39][C:40]([NH2:43])=[N:41][CH:42]=3)[N:47]=1)[CH2:18]2.